Dataset: Forward reaction prediction with 1.9M reactions from USPTO patents (1976-2016). Task: Predict the product of the given reaction. (1) Given the reactants [CH:1]1([C:4]2[CH:5]=[N:6][C:7]([NH:16][C:17]3[CH:18]=[C:19]4[C:23](=[CH:24][CH:25]=3)[NH:22][CH:21]=[CH:20]4)=[C:8]([CH:15]=2)[C:9]([O:11][CH2:12][CH:13]=[CH2:14])=[O:10])[CH2:3][CH2:2]1.[C:26](Cl)(=[O:33])[C:27]1[CH:32]=[CH:31][CH:30]=[CH:29][CH:28]=1.C(N(CC)CC)C.C(=O)(O)[O-].[Na+], predict the reaction product. The product is: [C:26]([N:22]1[C:23]2[C:19](=[CH:18][C:17]([NH:16][C:7]3[N:6]=[CH:5][C:4]([CH:1]4[CH2:3][CH2:2]4)=[CH:15][C:8]=3[C:9]([O:11][CH2:12][CH:13]=[CH2:14])=[O:10])=[CH:25][CH:24]=2)[CH:20]=[CH:21]1)(=[O:33])[C:27]1[CH:32]=[CH:31][CH:30]=[CH:29][CH:28]=1. (2) Given the reactants [CH2:1]([O:4][C:5]([N:7]([CH2:14][C:15]1[CH:20]=[CH:19][C:18]([NH:21][CH2:22][CH:23]2[CH2:27][CH2:26][CH2:25][N:24]2[C:28]([O:30][C:31]([CH3:34])([CH3:33])[CH3:32])=[O:29])=[C:17]([NH2:35])[CH:16]=1)[C@H:8]([C:10]([CH3:13])([CH3:12])[CH3:11])[CH3:9])=[O:6])[CH:2]=[CH2:3].[N:36]#[C:37]Br, predict the reaction product. The product is: [CH2:1]([O:4][C:5]([N:7]([CH2:14][C:15]1[CH:20]=[CH:19][C:18]2[N:21]([CH2:22][CH:23]3[CH2:27][CH2:26][CH2:25][N:24]3[C:28]([O:30][C:31]([CH3:34])([CH3:33])[CH3:32])=[O:29])[C:37](=[NH:36])[NH:35][C:17]=2[CH:16]=1)[C@H:8]([C:10]([CH3:12])([CH3:13])[CH3:11])[CH3:9])=[O:6])[CH:2]=[CH2:3]. (3) Given the reactants [CH:1]1[CH:6]=[CH:5][CH:4]=[CH:3][CH:2]=1.[CH2:7]=[CH:8][CH2:9][CH2:10][CH2:11][CH3:12].C1C=CC=CC=1.C=CCCCC, predict the reaction product. The product is: [CH2:7]([C:1]1[CH:6]=[CH:5][CH:4]=[CH:3][CH:2]=1)[CH2:8][CH2:9][CH2:10][CH2:11][CH3:12]. (4) Given the reactants Br[C:2]1[CH:7]=[CH:6][C:5]([C:8]2[CH:13]=[CH:12][C:11]([N:14]3[CH:18]=[CH:17][N:16]=[N:15]3)=[CH:10][CH:9]=2)=[CH:4][CH:3]=1.[Cl:19][C:20]1[CH:28]=[C:27]2[C:23]([CH2:24][C:25](=[O:29])[NH:26]2)=[CH:22][C:21]=1B1OC(C)(C)C(C)(C)O1.[O-]P([O-])([O-])=O.[K+].[K+].[K+], predict the reaction product. The product is: [Cl:19][C:20]1[CH:28]=[C:27]2[C:23]([CH2:24][C:25](=[O:29])[NH:26]2)=[CH:22][C:21]=1[C:2]1[CH:7]=[CH:6][C:5]([C:8]2[CH:13]=[CH:12][C:11]([N:14]3[CH:18]=[CH:17][N:16]=[N:15]3)=[CH:10][CH:9]=2)=[CH:4][CH:3]=1. (5) Given the reactants [C:1]([C:5]1[CH:9]=[C:8]([NH:10][C:11]([NH:13][C:14]2[C:23]3[C:18](=[CH:19][CH:20]=[CH:21][CH:22]=3)[C:17]([O:24][C:25]3[CH:30]=[CH:29][N:28]=[C:27](Cl)[N:26]=3)=[CH:16][CH:15]=2)=[O:12])[N:7]([C:32]2[CH:37]=[CH:36][C:35]([P:38]([CH3:41])([CH3:40])=[O:39])=[CH:34][CH:33]=2)[N:6]=1)([CH3:4])([CH3:3])[CH3:2].[NH2:42][C:43]1[CH:44]=[C:45]([CH:57]=[CH:58][CH:59]=1)[C:46]([NH:48][CH2:49][CH2:50][N:51]1[CH2:56][CH2:55][O:54][CH2:53][CH2:52]1)=[O:47], predict the reaction product. The product is: [C:1]([C:5]1[CH:9]=[C:8]([NH:10][C:11](=[O:12])[NH:13][C:14]2[C:23]3[C:18](=[CH:19][CH:20]=[CH:21][CH:22]=3)[C:17]([O:24][C:25]3[CH:30]=[CH:29][N:28]=[C:27]([NH:42][C:43]4[CH:44]=[C:45]([CH:57]=[CH:58][CH:59]=4)[C:46]([NH:48][CH2:49][CH2:50][N:51]4[CH2:56][CH2:55][O:54][CH2:53][CH2:52]4)=[O:47])[N:26]=3)=[CH:16][CH:15]=2)[N:7]([C:32]2[CH:37]=[CH:36][C:35]([P:38]([CH3:41])([CH3:40])=[O:39])=[CH:34][CH:33]=2)[N:6]=1)([CH3:4])([CH3:3])[CH3:2]. (6) Given the reactants C([O:3][C:4]([C:6]1[O:10][C:9]([CH2:11][CH2:12][C:13]2[CH:18]=[CH:17][C:16]([C:19]([F:22])([F:21])[F:20])=[CH:15][CH:14]=2)=[N:8][C:7]=1[CH3:23])=O)C.[H-].[Al+3].[Li+].[H-].[H-].[H-].C(OCC)(=O)C.[NH4+].[Cl-], predict the reaction product. The product is: [CH3:23][C:7]1[N:8]=[C:9]([CH2:11][CH2:12][C:13]2[CH:18]=[CH:17][C:16]([C:19]([F:22])([F:20])[F:21])=[CH:15][CH:14]=2)[O:10][C:6]=1[CH2:4][OH:3]. (7) Given the reactants C([O:3][C:4]([C:6]1[CH:10]=[CH:9][N:8]([CH:11]([CH3:13])[CH3:12])[C:7]=1[CH:14]([NH:23][C:24]1[CH:29]=[CH:28][CH:27]=[C:26]([Cl:30])[C:25]=1[F:31])[C:15]1[CH:20]=[CH:19][C:18]([Cl:21])=[CH:17][C:16]=1[CH3:22])=[O:5])C.[Li+].[OH-], predict the reaction product. The product is: [Cl:30][C:26]1[C:25]([F:31])=[C:24]([NH:23][CH:14]([C:15]2[CH:20]=[CH:19][C:18]([Cl:21])=[CH:17][C:16]=2[CH3:22])[C:7]2[N:8]([CH:11]([CH3:13])[CH3:12])[CH:9]=[CH:10][C:6]=2[C:4]([OH:5])=[O:3])[CH:29]=[CH:28][CH:27]=1.